Dataset: Reaction yield outcomes from USPTO patents with 853,638 reactions. Task: Predict the reaction yield, written as a fraction of the theoretical maximum amount of product (1.0 means a 100% yield; for example, 0.34 means a 34% yield). (1) The reactants are [CH3:1][S:2]([C:5]1[CH:10]=[CH:9][C:8]([OH:11])=[CH:7][CH:6]=1)(=[O:4])=[O:3].[Br:12][CH2:13][CH2:14][CH2:15][CH2:16]Br.C(=O)([O-])[O-].[Cs+].[Cs+]. The catalyst is C(#N)C. The product is [Br:12][CH2:13][CH2:14][CH2:15][CH2:16][O:11][C:8]1[CH:9]=[CH:10][C:5]([S:2]([CH3:1])(=[O:3])=[O:4])=[CH:6][CH:7]=1. The yield is 0.780. (2) The reactants are [CH2:1]([O:3][C:4]1[CH:9]=[CH:8][C:7]([CH2:10][C:11]([OH:13])=[O:12])=[CH:6][CH:5]=1)[CH3:2].C(O[C:17]1[CH:22]=[CH:21]C(CC(OC2CCCCO2)=O)=[CH:19][CH:18]=1)C. No catalyst specified. The product is [CH2:1]([O:3][C:4]1[CH:9]=[CH:8][C:7]([C:10]2([C:11]([OH:13])=[O:12])[CH2:21][CH2:22][CH2:17][CH2:18][CH2:19]2)=[CH:6][CH:5]=1)[CH3:2]. The yield is 0.400. (3) The yield is 0.660. No catalyst specified. The reactants are Br[C:2]1[CH:10]=[C:9]2[C:5]([C:6]3[CH2:15][CH2:14][N:13]([C:16]([O:18][C:19]([CH3:22])([CH3:21])[CH3:20])=[O:17])[CH2:12][C:7]=3[N:8]2[CH3:11])=[CH:4][CH:3]=1.[F:23][C:24]([F:39])([F:38])[C:25]1[CH:26]=[CH:27][C:28]([C:31]2[CH:36]=[CH:35][NH:34][C:33](=[O:37])[CH:32]=2)=[N:29][CH:30]=1. The product is [CH3:11][N:8]1[C:9]2[C:5](=[CH:4][CH:3]=[C:2]([N:34]3[CH:35]=[CH:36][C:31]([C:28]4[CH:27]=[CH:26][C:25]([C:24]([F:23])([F:38])[F:39])=[CH:30][N:29]=4)=[CH:32][C:33]3=[O:37])[CH:10]=2)[C:6]2[CH2:15][CH2:14][N:13]([C:16]([O:18][C:19]([CH3:22])([CH3:21])[CH3:20])=[O:17])[CH2:12][C:7]1=2. (4) The reactants are [Cl:1][C:2]1[CH:11]=[CH:10][C:9]2[C:4](=[CH:5][CH:6]=[C:7]([OH:12])[CH:8]=2)[N:3]=1.C(=O)([O-])[O-].[Cs+].[Cs+].[CH2:19](Br)[C:20]1[CH:25]=[CH:24][CH:23]=[CH:22][CH:21]=1.O. The catalyst is CN(C=O)C. The product is [CH2:19]([O:12][C:7]1[CH:8]=[C:9]2[C:4](=[CH:5][CH:6]=1)[N:3]=[C:2]([Cl:1])[CH:11]=[CH:10]2)[C:20]1[CH:25]=[CH:24][CH:23]=[CH:22][CH:21]=1. The yield is 0.940. (5) The reactants are [C:1]1([C:7](=O)[C:8]([C:10]2[CH:15]=[CH:14][CH:13]=[CH:12][CH:11]=2)=O)[CH:6]=[CH:5][CH:4]=[CH:3][CH:2]=1.[CH3:17][C:18]1[CH:23]=[CH:22][CH:21]=[C:20]([NH2:24])[C:19]=1[NH2:25].II. The catalyst is C(#N)C. The product is [CH3:17][C:18]1[CH:23]=[CH:22][CH:21]=[C:20]2[C:19]=1[N:25]=[C:8]([C:10]1[CH:15]=[CH:14][CH:13]=[CH:12][CH:11]=1)[C:7]([C:1]1[CH:6]=[CH:5][CH:4]=[CH:3][CH:2]=1)=[N:24]2. The yield is 0.830. (6) The reactants are [C:1]1([CH:7]=[CH:8][C:9]([NH:11][CH:12]([C:14]2[CH:23]=[C:22]3[C:17]([CH2:18][CH2:19][CH2:20][NH:21]3)=[CH:16][CH:15]=2)[CH3:13])=[O:10])[CH:6]=[CH:5][CH:4]=[CH:3][CH:2]=1.[BH4-].[Na+].[CH3:26][O:27][CH2:28][C:29](O)=O. No catalyst specified. The product is [CH3:26][O:27][CH2:28][CH2:29][N:21]1[C:22]2[C:17](=[CH:16][CH:15]=[C:14]([CH:12]([NH:11][C:9](=[O:10])[CH:8]=[CH:7][C:1]3[CH:2]=[CH:3][CH:4]=[CH:5][CH:6]=3)[CH3:13])[CH:23]=2)[CH2:18][CH2:19][CH2:20]1. The yield is 0.660. (7) The reactants are N[C:2]([C:7]1[CH:12]=[CH:11][CH:10]=[C:9]([Br:13])[CH:8]=1)([CH3:6])[C:3]([OH:5])=[O:4].O1CCOCC1.[CH3:20][C:21]([O:24][C:25](O[C:25]([O:24][C:21]([CH3:23])([CH3:22])[CH3:20])=[O:26])=[O:26])([CH3:23])[CH3:22]. The catalyst is [OH-].[K+]. The product is [Br:13][C:9]1[CH:8]=[C:7]([C:2]([C:25]([O:24][C:21]([CH3:23])([CH3:22])[CH3:20])=[O:26])([CH3:6])[C:3]([OH:5])=[O:4])[CH:12]=[CH:11][CH:10]=1. The yield is 0.790. (8) The reactants are [F:1][C:2]1[CH:7]=[CH:6][C:5]([C:8](=O)[C:9]([C:11]2[CH:16]=[CH:15][C:14]([F:17])=[CH:13][CH:12]=2)=O)=[CH:4][CH:3]=1.[NH2:19][C:20]1[C:28]([NH2:29])=[CH:27][C:23]([C:24]([OH:26])=[O:25])=[C:22]([OH:30])[CH:21]=1.O. The catalyst is CC(O)=O. The product is [F:1][C:2]1[CH:7]=[CH:6][C:5]([C:8]2[C:9]([C:11]3[CH:16]=[CH:15][C:14]([F:17])=[CH:13][CH:12]=3)=[N:29][C:28]3[C:20](=[CH:21][C:22]([OH:30])=[C:23]([C:24]([OH:26])=[O:25])[CH:27]=3)[N:19]=2)=[CH:4][CH:3]=1. The yield is 0.190. (9) The reactants are [CH3:1][C:2]1[C:3](=[O:28])[O:4][CH:5]([CH2:7][O:8][C:9]([C:22]2[CH:27]=[CH:26][CH:25]=[CH:24][CH:23]=2)([C:16]2[CH:21]=[CH:20][CH:19]=[CH:18][CH:17]=2)[C:10]2[CH:15]=[CH:14][CH:13]=[CH:12][CH:11]=2)[CH:6]=1.CC(C[AlH]CC(C)C)C. The catalyst is C1(C)C=CC=CC=1. The product is [CH3:1][C:2]1[CH:3]([OH:28])[O:4][CH:5]([CH2:7][O:8][C:9]([C:22]2[CH:27]=[CH:26][CH:25]=[CH:24][CH:23]=2)([C:10]2[CH:11]=[CH:12][CH:13]=[CH:14][CH:15]=2)[C:16]2[CH:21]=[CH:20][CH:19]=[CH:18][CH:17]=2)[CH:6]=1. The yield is 0.880. (10) The yield is 0.810. The catalyst is Cl.CCOC(C)=O. The reactants are C(OC(N[C@H](CC1C=CC=CC=1)C(O[C@H](C1C=CC(OC(F)F)=C(OCC2CC2)C=1)C[C:15]1[C:20]([Cl:21])=[CH:19][N+:18]([O-:22])=[CH:17][C:16]=1[Cl:23])=O)=O)(C)(C)C. The product is [Cl:23][C:16]1[CH:17]=[N+:18]([O-:22])[CH:19]=[C:20]([Cl:21])[CH:15]=1.